From a dataset of NCI-60 drug combinations with 297,098 pairs across 59 cell lines. Regression. Given two drug SMILES strings and cell line genomic features, predict the synergy score measuring deviation from expected non-interaction effect. (1) Drug 1: C1=NC2=C(N=C(N=C2N1C3C(C(C(O3)CO)O)O)F)N. Drug 2: CC1CCC2CC(C(=CC=CC=CC(CC(C(=O)C(C(C(=CC(C(=O)CC(OC(=O)C3CCCCN3C(=O)C(=O)C1(O2)O)C(C)CC4CCC(C(C4)OC)O)C)C)O)OC)C)C)C)OC. Cell line: NCI-H322M. Synergy scores: CSS=-1.61, Synergy_ZIP=1.54, Synergy_Bliss=-0.0620, Synergy_Loewe=-4.90, Synergy_HSA=-4.45. (2) Drug 1: CC(C1=C(C=CC(=C1Cl)F)Cl)OC2=C(N=CC(=C2)C3=CN(N=C3)C4CCNCC4)N. Drug 2: CC1=C2C(C(=O)C3(C(CC4C(C3C(C(C2(C)C)(CC1OC(=O)C(C(C5=CC=CC=C5)NC(=O)OC(C)(C)C)O)O)OC(=O)C6=CC=CC=C6)(CO4)OC(=O)C)OC)C)OC. Cell line: SK-MEL-2. Synergy scores: CSS=54.3, Synergy_ZIP=9.20, Synergy_Bliss=9.13, Synergy_Loewe=-7.72, Synergy_HSA=8.96. (3) Drug 1: C1C(C(OC1N2C=NC3=C(N=C(N=C32)Cl)N)CO)O. Drug 2: CC1=C2C(C(=O)C3(C(CC4C(C3C(C(C2(C)C)(CC1OC(=O)C(C(C5=CC=CC=C5)NC(=O)C6=CC=CC=C6)O)O)OC(=O)C7=CC=CC=C7)(CO4)OC(=O)C)O)C)OC(=O)C. Cell line: SN12C. Synergy scores: CSS=54.1, Synergy_ZIP=-4.84, Synergy_Bliss=-5.78, Synergy_Loewe=-9.67, Synergy_HSA=-2.88. (4) Drug 1: C1C(C(OC1N2C=NC3=C(N=C(N=C32)Cl)N)CO)O. Drug 2: CC1=C(C(=CC=C1)Cl)NC(=O)C2=CN=C(S2)NC3=CC(=NC(=N3)C)N4CCN(CC4)CCO. Cell line: COLO 205. Synergy scores: CSS=41.2, Synergy_ZIP=1.20, Synergy_Bliss=1.25, Synergy_Loewe=-6.82, Synergy_HSA=1.40. (5) Drug 1: CC1C(C(=O)NC(C(=O)N2CCCC2C(=O)N(CC(=O)N(C(C(=O)O1)C(C)C)C)C)C(C)C)NC(=O)C3=C4C(=C(C=C3)C)OC5=C(C(=O)C(=C(C5=N4)C(=O)NC6C(OC(=O)C(N(C(=O)CN(C(=O)C7CCCN7C(=O)C(NC6=O)C(C)C)C)C)C(C)C)C)N)C. Drug 2: C1=NC2=C(N=C(N=C2N1C3C(C(C(O3)CO)O)F)Cl)N. Cell line: OVCAR3. Synergy scores: CSS=-0.982, Synergy_ZIP=-0.617, Synergy_Bliss=-4.53, Synergy_Loewe=-5.37, Synergy_HSA=-6.50. (6) Drug 1: CC1C(C(CC(O1)OC2CC(CC3=C2C(=C4C(=C3O)C(=O)C5=C(C4=O)C(=CC=C5)OC)O)(C(=O)CO)O)N)O.Cl. Drug 2: COCCOC1=C(C=C2C(=C1)C(=NC=N2)NC3=CC=CC(=C3)C#C)OCCOC.Cl. Cell line: OVCAR-4. Synergy scores: CSS=6.32, Synergy_ZIP=3.52, Synergy_Bliss=0.300, Synergy_Loewe=-2.52, Synergy_HSA=-2.10.